Dataset: Full USPTO retrosynthesis dataset with 1.9M reactions from patents (1976-2016). Task: Predict the reactants needed to synthesize the given product. (1) Given the product [CH2:25]([C:14]([CH2:13][CH2:12][CH2:11][O:1][C:2]1[CH:9]=[CH:8][C:5]([CH:6]=[O:7])=[CH:4][CH:3]=1)=[O:16])[CH3:26], predict the reactants needed to synthesize it. The reactants are: [OH:1][C:2]1[CH:9]=[CH:8][C:5]([CH:6]=[O:7])=[CH:4][CH:3]=1.Br[CH2:11][CH2:12][CH2:13][C:14]([O:16]CC)=O.C([O-])([O-])=O.[K+].[K+].[C:25](#N)[CH3:26]. (2) Given the product [ClH:33].[ClH:33].[NH2:9][C:7]1[CH:6]=[CH:5][C:4]([NH:12][CH2:13][CH2:14][C:15]2[CH:20]=[CH:19][CH:18]=[CH:17][N:16]=2)=[C:3]([O:2][CH3:1])[CH:8]=1, predict the reactants needed to synthesize it. The reactants are: [CH3:1][O:2][C:3]1[CH:8]=[C:7]([N+:9]([O-])=O)[CH:6]=[CH:5][C:4]=1[NH:12][CH2:13][CH2:14][C:15]1[CH:20]=[CH:19][CH:18]=[CH:17][N:16]=1.C1(N)C(F)=C(F)C(F)=C(N)C=1F.[ClH:33].Cl. (3) Given the product [Cl:21][C:11]1[CH:12]=[C:13]2[C:8](=[C:9]([CH3:22])[CH:10]=1)[N:7]=[C:6]([N:26]([CH2:27][CH3:28])[CH2:24][CH3:25])[C:5]([C:3]([OH:2])=[O:4])=[C:14]2[C:15]1[CH:16]=[CH:17][CH:18]=[CH:19][CH:20]=1, predict the reactants needed to synthesize it. The reactants are: C[O:2][C:3]([C:5]1[C:6](Cl)=[N:7][C:8]2[C:13]([C:14]=1[C:15]1[CH:20]=[CH:19][CH:18]=[CH:17][CH:16]=1)=[CH:12][C:11]([Cl:21])=[CH:10][C:9]=2[CH3:22])=[O:4].[CH2:24]([NH:26][CH2:27][CH3:28])[CH3:25]. (4) The reactants are: [C:1]([O:5][CH:6]([C:10]1[N:15]([CH3:16])[C:14](=[O:17])[C:13]2[NH:18][CH:19]=[CH:20][C:12]=2[C:11]=1[C:21]1[C:22]([CH3:31])=[C:23]2[C:28](=[CH:29][CH:30]=1)[O:27][CH2:26][CH2:25][CH2:24]2)[C:7]([OH:9])=[O:8])([CH3:4])([CH3:3])[CH3:2].[F:32][C:33]1[CH:34]=[C:35]([CH:38]=[CH:39][CH:40]=1)[CH2:36]Br. Given the product [C:1]([O:5][CH:6]([C:10]1[N:15]([CH3:16])[C:14](=[O:17])[C:13]2[N:18]([CH2:36][C:35]3[CH:38]=[CH:39][CH:40]=[C:33]([F:32])[CH:34]=3)[CH:19]=[CH:20][C:12]=2[C:11]=1[C:21]1[C:22]([CH3:31])=[C:23]2[C:28](=[CH:29][CH:30]=1)[O:27][CH2:26][CH2:25][CH2:24]2)[C:7]([OH:9])=[O:8])([CH3:4])([CH3:3])[CH3:2], predict the reactants needed to synthesize it.